Predict the reactants needed to synthesize the given product. From a dataset of Full USPTO retrosynthesis dataset with 1.9M reactions from patents (1976-2016). Given the product [F:19][C:16]1[CH:17]=[CH:18][C:13]([C:11]2[O:1][N:2]=[C:3]([C:4]3[CH:9]=[N:8][CH:7]=[CH:6][N:5]=3)[CH:12]=2)=[CH:14][CH:15]=1, predict the reactants needed to synthesize it. The reactants are: [OH:1][N:2]=[C:3](Cl)[C:4]1[CH:9]=[N:8][CH:7]=[CH:6][N:5]=1.[C:11]([C:13]1[CH:18]=[CH:17][C:16]([F:19])=[CH:15][CH:14]=1)#[CH:12].N.